From a dataset of Forward reaction prediction with 1.9M reactions from USPTO patents (1976-2016). Predict the product of the given reaction. (1) Given the reactants Cl[C:2]1[N:3]=[C:4]2[CH:9]=[CH:8][CH:7]=[CH:6][N:5]2[CH:10]=1.CC(C)([O-])C.[Na+].[NH2:17][C:18]1[CH:19]=[CH:20][C:21]([O:24][CH3:25])=[N:22][CH:23]=1, predict the reaction product. The product is: [CH3:25][O:24][C:21]1[N:22]=[CH:23][C:18]([NH:17][C:2]2[N:3]=[C:4]3[CH:9]=[CH:8][CH:7]=[CH:6][N:5]3[CH:10]=2)=[CH:19][CH:20]=1. (2) Given the reactants [Cl:1][C:2]1[CH:7]=[C:6](I)[CH:5]=[CH:4][N:3]=1.[C:9]([C:11]1[CH:16]=[CH:15][C:14](B(O)O)=[CH:13][CH:12]=1)#[N:10].C(=O)([O-])[O-].[K+].[K+], predict the reaction product. The product is: [Cl:1][C:2]1[CH:7]=[C:6]([C:14]2[CH:15]=[CH:16][C:11]([C:9]#[N:10])=[CH:12][CH:13]=2)[CH:5]=[CH:4][N:3]=1. (3) Given the reactants Cl.[O:2]=[S:3]1(=[O:25])[C:8]2[CH:9]=[C:10]([O:13][C:14]3[CH:15]=[C:16]([CH2:20][NH2:21])[CH:17]=[CH:18][CH:19]=3)[CH:11]=[CH:12][C:7]=2[N:6]2[CH2:22][CH2:23][CH2:24][CH:5]2[NH:4]1.CO[CH:28]1[CH2:32][CH2:31][CH:30](OC)O1.O.CC(O)=O, predict the reaction product. The product is: [N:21]1([CH2:20][C:16]2[CH:15]=[C:14]([CH:19]=[CH:18][CH:17]=2)[O:13][C:10]2[CH:11]=[CH:12][C:7]3[N:6]4[CH2:22][CH2:23][CH2:24][CH:5]4[NH:4][S:3](=[O:2])(=[O:25])[C:8]=3[CH:9]=2)[CH:28]=[CH:32][CH:31]=[CH:30]1. (4) Given the reactants [Br:1][C:2]1[CH:7]=[CH:6][C:5]([C:8](=[O:10])[CH3:9])=[CH:4][CH:3]=1.[CH3:11][C:12](C)([O-:14])C.[K+].C(OCC)(=O)C, predict the reaction product. The product is: [Br:1][C:2]1[CH:7]=[CH:6][C:5]([C:8](=[O:10])[CH2:9][C:12](=[O:14])[CH3:11])=[CH:4][CH:3]=1. (5) Given the reactants [C:1]([O:9][C:10]1[C:15](=[O:16])[N:14]([CH3:17])[C:13]([CH:18]2[CH2:27][CH2:26][C:25]3[C:20](=[CH:21][CH:22]=[CH:23][CH:24]=3)[N:19]2C(OCC2C=CC=CC=2)=O)=[N:12][C:11]=1[C:38]([O:40][CH3:41])=[O:39])(=[O:8])[C:2]1[CH:7]=[CH:6][CH:5]=[CH:4][CH:3]=1.N1C2C(=CC=CC=2)CCC1C(O)=O, predict the reaction product. The product is: [NH:19]1[C:20]2[C:25](=[CH:24][CH:23]=[CH:22][CH:21]=2)[CH2:26][CH2:27][CH:18]1[C:13]1[N:14]([CH3:17])[C:15](=[O:16])[C:10]([O:9][C:1](=[O:8])[C:2]2[CH:3]=[CH:4][CH:5]=[CH:6][CH:7]=2)=[C:11]([C:38]([O:40][CH3:41])=[O:39])[N:12]=1.